From a dataset of Full USPTO retrosynthesis dataset with 1.9M reactions from patents (1976-2016). Predict the reactants needed to synthesize the given product. (1) Given the product [Cl:1][C:2]1[CH:30]=[CH:29][C:5]2[N:6]([C:9]3[S:13][C:12]([C:14]([NH2:65])=[O:15])=[C:11]([O:18][C@@H:19]([C:21]4[CH:26]=[CH:25][CH:24]=[C:23]([O:27][CH:35]5[CH2:36][CH2:37][N:32]([CH3:31])[CH2:33][CH2:34]5)[C:22]=4[Cl:28])[CH3:20])[CH:10]=3)[CH:7]=[N:8][C:4]=2[CH:3]=1, predict the reactants needed to synthesize it. The reactants are: [Cl:1][C:2]1[CH:30]=[CH:29][C:5]2[N:6]([C:9]3[S:13][C:12]([C:14](OC)=[O:15])=[C:11]([O:18][C@@H:19]([C:21]4[CH:26]=[CH:25][CH:24]=[C:23]([OH:27])[C:22]=4[Cl:28])[CH3:20])[CH:10]=3)[CH:7]=[N:8][C:4]=2[CH:3]=1.[CH3:31][N:32]1[CH2:37][CH2:36][CH:35](O)[CH2:34][CH2:33]1.C1(P(C2C=CC=CC=2)C2C=CC=CC=2)C=CC=CC=1.CC(OC(/[N:65]=N/C(OC(C)(C)C)=O)=O)(C)C. (2) Given the product [CH3:32][O:33]/[N:34]=[C:35](/[C:37]1[N:38]=[C:39]([C:43]#[C:44][CH2:45][O:1][N:2]2[C:3](=[O:12])[C:4]3[C:5](=[CH:8][CH:9]=[CH:10][CH:11]=3)[C:6]2=[O:7])[CH:40]=[CH:41][CH:42]=1)\[CH3:36], predict the reactants needed to synthesize it. The reactants are: [OH:1][N:2]1[C:6](=[O:7])[C:5]2=[CH:8][CH:9]=[CH:10][CH:11]=[C:4]2[C:3]1=[O:12].C1(P(C2C=CC=CC=2)C2C=CC=CC=2)C=CC=CC=1.[CH3:32][O:33]/[N:34]=[C:35](/[C:37]1[CH:42]=[CH:41][CH:40]=[C:39]([C:43]#[C:44][CH2:45]O)[N:38]=1)\[CH3:36].CC(OC(/N=N/C(OC(C)C)=O)=O)C.